From a dataset of Full USPTO retrosynthesis dataset with 1.9M reactions from patents (1976-2016). Predict the reactants needed to synthesize the given product. (1) Given the product [CH3:20][O:19][CH2:18][CH2:17][NH:16][S:13]([C:10]1[CH:11]=[CH:12][C:7]([B:25]([OH:26])[OH:24])=[CH:8][CH:9]=1)(=[O:15])=[O:14], predict the reactants needed to synthesize it. The reactants are: C([Li])CCC.Br[C:7]1[CH:12]=[CH:11][C:10]([S:13]([NH:16][CH2:17][CH2:18][O:19][CH3:20])(=[O:15])=[O:14])=[CH:9][CH:8]=1.C([O:24][B:25](OC(C)C)[O:26]C(C)C)(C)C. (2) Given the product [CH3:21][O:20][C:14]1[CH:13]=[C:12]([CH:17]=[C:16]([O:18][CH3:19])[CH:15]=1)[CH2:11][CH2:10][C:8]1[N:9]=[C:4]2[CH:3]=[C:2]([C:31]3[CH:36]=[CH:35][N:34]=[C:33]([C:37]#[N:38])[CH:32]=3)[NH:22][C:5]2=[N:6][CH:7]=1, predict the reactants needed to synthesize it. The reactants are: Br[C:2]1[NH:22][C:5]2=[N:6][CH:7]=[C:8]([CH2:10][CH2:11][C:12]3[CH:17]=[C:16]([O:18][CH3:19])[CH:15]=[C:14]([O:20][CH3:21])[CH:13]=3)[N:9]=[C:4]2[CH:3]=1.CC1(C)C(C)(C)OB([C:31]2[CH:36]=[CH:35][N:34]=[C:33]([C:37]#[N:38])[CH:32]=2)O1.